From a dataset of Full USPTO retrosynthesis dataset with 1.9M reactions from patents (1976-2016). Predict the reactants needed to synthesize the given product. (1) Given the product [OH:54][C@@H:3]1[CH2:4][CH2:6][CH2:7][N:1]([CH2:8][CH2:9][N:10]2[CH2:15][CH2:14][CH:13]([NH:16][C:17]([C:19]3[NH:20][C:21]4[C:26]([CH:27]=3)=[C:25]([O:28][CH2:29][CH:30]3[CH2:33][CH2:32][CH2:31]3)[CH:24]=[CH:23][CH:22]=4)=[O:18])[CH2:12][CH2:11]2)[CH2:2]1, predict the reactants needed to synthesize it. The reactants are: [N:1]1([CH2:8][CH2:9][N:10]2[CH2:15][CH2:14][CH:13]([NH:16][C:17]([C:19]3[NH:20][C:21]4[C:26]([CH:27]=3)=[C:25]([O:28][CH2:29][CH:30]3[CH2:33][CH2:32][CH2:31]3)[CH:24]=[CH:23][CH:22]=4)=[O:18])[CH2:12][CH2:11]2)[CH2:7][CH2:6]C[CH2:4][CH2:3][CH2:2]1.Cl.Cl.Cl.NC1CCN(CCN2C3CCC2CC([OH:54])C3)CC1. (2) Given the product [Br:13][C:7]1[CH:6]=[CH:5][C:4]([NH:8][C:9](=[O:11])[CH3:10])=[C:3]([CH3:12])[C:2]=1[Cl:1], predict the reactants needed to synthesize it. The reactants are: [Cl:1][C:2]1[C:3]([CH3:12])=[C:4]([NH:8][C:9](=[O:11])[CH3:10])[CH:5]=[CH:6][CH:7]=1.[Br:13]Br. (3) The reactants are: C[O:2][C:3](=O)[CH2:4][CH2:5][CH2:6][CH2:7][CH2:8][O:9][C:10]1[CH:11]=[CH:12][C:13]2[N:17]=[C:16]([S:18][CH2:19][CH2:20][CH3:21])[N:15]([C:22]3[CH:27]=[CH:26][C:25]([CH3:28])=[CH:24][CH:23]=3)[C:14]=2[CH:29]=1.[CH3:31][O:32][CH2:33][CH2:34][CH2:35][NH2:36]. Given the product [CH3:31][O:32][CH2:33][CH2:34][CH2:35][NH:36][C:3](=[O:2])[CH2:4][CH2:5][CH2:6][CH2:7][CH2:8][O:9][C:10]1[CH:11]=[CH:12][C:13]2[N:17]=[C:16]([S:18][CH2:19][CH2:20][CH3:21])[N:15]([C:22]3[CH:27]=[CH:26][C:25]([CH3:28])=[CH:24][CH:23]=3)[C:14]=2[CH:29]=1, predict the reactants needed to synthesize it. (4) Given the product [CH3:18][N:19]1[CH2:23][CH2:22][CH2:21][CH:20]1[CH2:24][CH2:25][O:26][C:2]1[C:7]([O:8][CH2:9][CH2:10][OH:11])=[CH:6][CH:5]=[CH:4][N:3]=1, predict the reactants needed to synthesize it. The reactants are: Cl[C:2]1[C:7]([O:8][CH2:9][CH2:10][O:11]C2CCCCO2)=[CH:6][CH:5]=[CH:4][N:3]=1.[CH3:18][N:19]1[CH2:23][CH2:22][CH2:21][CH:20]1[CH2:24][CH2:25][OH:26].CC(C)([O-])C.[K+].C(O)(C)(C)C. (5) Given the product [Cl:1][C:2]1[CH:7]=[CH:6][C:5]([C:8]23[N:21]([C:23]([NH:22][CH2:25][CH2:26][C:27]4[CH:32]=[CH:31][CH:30]=[CH:29][CH:28]=4)=[O:24])[CH2:20][CH2:19][N:9]2[C:10](=[O:18])[C:11]2[N:12]([N:14]=[C:15]([CH3:17])[CH:16]=2)[CH2:13]3)=[CH:4][CH:3]=1, predict the reactants needed to synthesize it. The reactants are: [Cl:1][C:2]1[CH:7]=[CH:6][C:5]([C:8]23[NH:21][CH2:20][CH2:19][N:9]2[C:10](=[O:18])[C:11]2[N:12]([N:14]=[C:15]([CH3:17])[CH:16]=2)[CH2:13]3)=[CH:4][CH:3]=1.[N:22]([CH2:25][CH2:26][C:27]1[CH:32]=[CH:31][CH:30]=[CH:29][CH:28]=1)=[C:23]=[O:24].O. (6) Given the product [CH2:1]([O:8][N:9]1[C:14](=[O:15])[CH:13]=[C:12]([NH:35][C:34]2[CH:36]=[C:30]([Cl:29])[CH:31]=[CH:32][C:33]=2[CH3:37])[C:11]([C:24]([O:26][CH2:27][CH3:28])=[O:25])=[CH:10]1)[C:2]1[CH:7]=[CH:6][CH:5]=[CH:4][CH:3]=1, predict the reactants needed to synthesize it. The reactants are: [CH2:1]([O:8][N:9]1[C:14](=[O:15])[CH:13]=[C:12](OS(C(F)(F)F)(=O)=O)[C:11]([C:24]([O:26][CH2:27][CH3:28])=[O:25])=[CH:10]1)[C:2]1[CH:7]=[CH:6][CH:5]=[CH:4][CH:3]=1.[Cl:29][C:30]1[CH:31]=[CH:32][C:33]([CH3:37])=[C:34]([CH:36]=1)[NH2:35].C1(P(C2C=CC=CC=2)C2C=CC3C(=CC=CC=3)C=2C2C3C(=CC=CC=3)C=CC=2P(C2C=CC=CC=2)C2C=CC=CC=2)C=CC=CC=1.C(=O)([O-])[O-].[Cs+].[Cs+].[Cl-].[NH4+]. (7) Given the product [ClH:18].[Cl:18][C:14]1[CH:13]=[C:12]([C@@H:10]([OH:11])[CH2:9][NH:8][CH2:19][CH2:20][C:21]2[CH:42]=[CH:41][C:24]([CH2:25][C:26]3[CH:27]=[CH:28][C:29]([O:30][CH2:31][C:32]([OH:34])=[O:33])=[CH:39][CH:40]=3)=[CH:23][CH:22]=2)[CH:17]=[CH:16][CH:15]=1, predict the reactants needed to synthesize it. The reactants are: C(OC([N:8]([CH2:19][CH2:20][C:21]1[CH:42]=[CH:41][C:24]([CH2:25][C:26]2[CH:40]=[CH:39][C:29]([O:30][CH2:31][C:32]([O:34]C(C)(C)C)=[O:33])=[CH:28][CH:27]=2)=[CH:23][CH:22]=1)[CH2:9][C@@H:10]([C:12]1[CH:17]=[CH:16][CH:15]=[C:14]([Cl:18])[CH:13]=1)[OH:11])=O)(C)(C)C.Cl.O1CCCC1. (8) Given the product [CH3:20][S:17]([C:12]1[CH:13]=[CH:14][CH:15]=[CH:16][C:11]=1[NH:10][C:6]1[C:5]2[N:4]([N:3]=[C:2]([NH:35][C:32]3[CH:33]=[CH:34][C:29]([CH:26]4[CH2:25][CH2:24][N:23]([CH3:22])[CH2:28][CH2:27]4)=[CH:30][CH:31]=3)[N:21]=2)[CH:9]=[CH:8][CH:7]=1)(=[O:19])=[O:18], predict the reactants needed to synthesize it. The reactants are: Cl[C:2]1[N:21]=[C:5]2[C:6]([NH:10][C:11]3[CH:16]=[CH:15][CH:14]=[CH:13][C:12]=3[S:17]([CH3:20])(=[O:19])=[O:18])=[CH:7][CH:8]=[CH:9][N:4]2[N:3]=1.[CH3:22][N:23]1[CH2:28][CH2:27][CH:26]([C:29]2[CH:34]=[CH:33][C:32]([NH2:35])=[CH:31][CH:30]=2)[CH2:25][CH2:24]1.C1(P(C2CCCCC2)C2C=CC=CC=2C2C=CC=CC=2P(C2CCCCC2)C2CCCCC2)CCCCC1. (9) The reactants are: [CH3:1][C:2]1[CH:7]=[C:6]([C:8]([O:10]C)=[O:9])[CH:5]=[CH:4][C:3]=1[C:12]1[CH:17]=[CH:16][CH:15]=[CH:14][C:13]=1[CH3:18].O1CCCC1.[OH-].[Na+].Cl. Given the product [CH3:1][C:2]1[CH:7]=[C:6]([C:8]([OH:10])=[O:9])[CH:5]=[CH:4][C:3]=1[C:12]1[CH:17]=[CH:16][CH:15]=[CH:14][C:13]=1[CH3:18], predict the reactants needed to synthesize it. (10) Given the product [CH3:7][C:6]1[C:8]2[CH:9]=[C:10]([C:15]3([C:18]([O:20][CH3:21])=[O:19])[CH2:17][CH2:16]3)[CH:11]=[CH:12][C:13]=2[O:14][N:5]=1, predict the reactants needed to synthesize it. The reactants are: C(O/[N:5]=[C:6](/[C:8]1[CH:9]=[C:10]([C:15]2([C:18]([O:20][CH3:21])=[O:19])[CH2:17][CH2:16]2)[CH:11]=[CH:12][C:13]=1[OH:14])\[CH3:7])(=O)C.N1C=CC=CC=1.O.